Dataset: Catalyst prediction with 721,799 reactions and 888 catalyst types from USPTO. Task: Predict which catalyst facilitates the given reaction. Product: [CH2:1]([N:8]1[CH2:23][CH2:24][N:14]([C:15]([O:16][C:17]([CH3:20])([CH3:19])[CH3:18])=[O:21])[C@H:10]([CH:11]([CH3:13])[CH3:12])[C:9]1=[O:22])[C:2]1[CH:7]=[CH:6][CH:5]=[CH:4][CH:3]=1. The catalyst class is: 3. Reactant: [CH2:1]([N:8]([CH2:23][CH2:24]Cl)[C:9](=[O:22])[C@H:10]([NH:14][C:15](=[O:21])[O:16][C:17]([CH3:20])([CH3:19])[CH3:18])[CH:11]([CH3:13])[CH3:12])[C:2]1[CH:7]=[CH:6][CH:5]=[CH:4][CH:3]=1.[H-].[Na+].